The task is: Predict the reactants needed to synthesize the given product.. This data is from Full USPTO retrosynthesis dataset with 1.9M reactions from patents (1976-2016). (1) Given the product [F:1][C:2]1[C:3]([O:12][C:17]2[CH:18]=[CH:19][C:14]([CH3:13])=[CH:15][CH:16]=2)=[C:4]([C:9](=[O:11])[CH3:10])[CH:5]=[C:6]([F:8])[CH:7]=1, predict the reactants needed to synthesize it. The reactants are: [F:1][C:2]1[C:3]([OH:12])=[C:4]([C:9](=[O:11])[CH3:10])[CH:5]=[C:6]([F:8])[CH:7]=1.[CH2:13](Br)[C:14]1[CH:19]=[CH:18][CH:17]=[CH:16][CH:15]=1.C([O-])([O-])=O.[K+].[K+]. (2) Given the product [Br:3][C:4]1[CH:9]=[CH:8][C:7]([CH:10]([CH2:20][CH2:21][CH3:22])[CH:11]([C:13]2[CH:14]=[CH:15][C:16]([Cl:19])=[CH:17][CH:18]=2)[OH:12])=[CH:6][CH:5]=1, predict the reactants needed to synthesize it. The reactants are: [BH4-].[Na+].[Br:3][C:4]1[CH:9]=[CH:8][C:7]([CH:10]([CH2:20][CH2:21][CH3:22])[C:11]([C:13]2[CH:18]=[CH:17][C:16]([Cl:19])=[CH:15][CH:14]=2)=[O:12])=[CH:6][CH:5]=1. (3) Given the product [F:1][C:2]1[CH:28]=[C:27]([N+:29]([O-:31])=[O:30])[CH:26]=[CH:25][C:3]=1[O:4][C:5]1[C:14]2[C:9](=[CH:10][C:11]([O:17][CH2:18][CH:19]3[CH2:24][CH2:23][N:22]([CH3:34])[CH2:21][CH2:20]3)=[C:12]([O:15][CH3:16])[CH:13]=2)[N:8]=[CH:7][CH:6]=1, predict the reactants needed to synthesize it. The reactants are: [F:1][C:2]1[CH:28]=[C:27]([N+:29]([O-:31])=[O:30])[CH:26]=[CH:25][C:3]=1[O:4][C:5]1[C:14]2[C:9](=[CH:10][C:11]([O:17][CH2:18][CH:19]3[CH2:24][CH2:23][NH:22][CH2:21][CH2:20]3)=[C:12]([O:15][CH3:16])[CH:13]=2)[N:8]=[CH:7][CH:6]=1.C=O.[C:34](O[BH-](OC(=O)C)OC(=O)C)(=O)C.[Na+].[OH-].[Na+]. (4) Given the product [F:1][C:2]1[CH:10]=[CH:9][C:8]2[C:4](=[CH:5][N:6]([CH3:11])[N:7]=2)[C:3]=1[C@@H:12]1[CH2:14][C@H:13]1[CH2:15][NH:16][C:24](=[O:26])[CH3:25], predict the reactants needed to synthesize it. The reactants are: [F:1][C:2]1[CH:10]=[CH:9][C:8]2[C:4](=[CH:5][N:6]([CH3:11])[N:7]=2)[C:3]=1[C@@H:12]1[CH2:14][C@H:13]1[CH2:15][NH2:16].C(N(CC)CC)C.[C:24](OC(=O)C)(=[O:26])[CH3:25]. (5) Given the product [ClH:64].[NH2:54][CH2:53][C@H:50]1[CH2:51][CH2:52][C@H:47]([C:45]([NH:44][C@H:29]([C:30](=[O:43])[NH:31][C:32]2[CH:33]=[CH:34][C:35]([C:38]3[N:39]=[N:40][NH:41][N:42]=3)=[CH:36][CH:37]=2)[CH2:28][C:25]2[CH:24]=[CH:23][C:22]([C:19]3[CH:20]=[CH:21][C:16]([C:14]([NH:13][CH2:12][CH2:11][CH2:10][N:9]([CH3:63])[CH3:8])=[O:15])=[CH:17][C:18]=3[CH3:62])=[CH:27][CH:26]=2)=[O:46])[CH2:48][CH2:49]1, predict the reactants needed to synthesize it. The reactants are: FC(F)(F)C(O)=O.[CH3:8][N:9]([CH3:63])[CH2:10][CH2:11][CH2:12][NH:13][C:14]([C:16]1[CH:21]=[CH:20][C:19]([C:22]2[CH:27]=[CH:26][C:25]([CH2:28][C@H:29]([NH:44][C:45]([C@H:47]3[CH2:52][CH2:51][C@H:50]([CH2:53][NH:54]C(=O)OC(C)(C)C)[CH2:49][CH2:48]3)=[O:46])[C:30](=[O:43])[NH:31][C:32]3[CH:37]=[CH:36][C:35]([C:38]4[N:39]=[N:40][NH:41][N:42]=4)=[CH:34][CH:33]=3)=[CH:24][CH:23]=2)=[C:18]([CH3:62])[CH:17]=1)=[O:15].[ClH:64]. (6) Given the product [F:1][C:2]1[CH:3]=[C:4]([CH:13]([NH2:19])[CH2:14][O:15][CH3:16])[CH:5]=[CH:6][C:7]=1[N:8]1[CH:12]=[CH:11][CH:10]=[CH:9]1, predict the reactants needed to synthesize it. The reactants are: [F:1][C:2]1[CH:3]=[C:4]([CH:13](O)[CH2:14][O:15][CH3:16])[CH:5]=[CH:6][C:7]=1[N:8]1[CH:12]=[CH:11][CH:10]=[CH:9]1.C1(=O)C2C(=CC=CC=2)C(=O)[NH:19]1.C1(P(C2C=CC=CC=2)C2C=CC=CC=2)C=CC=CC=1.N(C(OC(C)C)=O)=NC(OC(C)C)=O.CNC.